Dataset: Forward reaction prediction with 1.9M reactions from USPTO patents (1976-2016). Task: Predict the product of the given reaction. (1) Given the reactants [CH2:1]([N:3]([CH2:16][CH3:17])[C:4](=[O:15])[C:5]1[CH:10]=[CH:9][C:8]([O:11][CH3:12])=[CH:7][C:6]=1OC)[CH3:2].[C:18]1(B2OCC(C)(C)CO2)[CH:23]=[CH:22][CH:21]=[CH:20][CH:19]=1, predict the reaction product. The product is: [CH2:16]([N:3]([CH2:1][CH3:2])[C:4](=[O:15])[C:5]1[CH:10]=[CH:9][C:8]([O:11][CH3:12])=[CH:7][C:6]=1[C:18]1[CH:23]=[CH:22][CH:21]=[CH:20][CH:19]=1)[CH3:17]. (2) Given the reactants [S:1]1[CH:5]=[CH:4][C:3]2[CH:6]=[C:7]([CH:10]3[C:19]4[C:14](=[CH:15][C:16]([O:20]C)=[CH:17][CH:18]=4)[CH2:13][N:12]([CH3:22])[CH2:11]3)[CH:8]=[CH:9][C:2]1=2.C([S-])C.[Na+].[NH4+].[Cl-], predict the reaction product. The product is: [S:1]1[CH:5]=[CH:4][C:3]2[CH:6]=[C:7]([CH:10]3[C:19]4[C:14](=[CH:15][C:16]([OH:20])=[CH:17][CH:18]=4)[CH2:13][N:12]([CH3:22])[CH2:11]3)[CH:8]=[CH:9][C:2]1=2.